From a dataset of Reaction yield outcomes from USPTO patents with 853,638 reactions. Predict the reaction yield, written as a fraction of the theoretical maximum amount of product (1.0 means a 100% yield; for example, 0.34 means a 34% yield). The reactants are CC([O-])(C)C.[K+].CC1C=CC(S([CH2:17][N+:18]#[C-])(=O)=O)=CC=1.[CH2:20]([O:27][C:28]1[CH:29]=[C:30]([CH:33]=[CH:34][C:35]=1[O:36][CH3:37])[CH:31]=O)[C:21]1[CH:26]=[CH:25][CH:24]=[CH:23][CH:22]=1.CO. The catalyst is C1COCC1.O. The product is [CH2:20]([O:27][C:28]1[CH:29]=[C:30]([CH2:31][C:17]#[N:18])[CH:33]=[CH:34][C:35]=1[O:36][CH3:37])[C:21]1[CH:26]=[CH:25][CH:24]=[CH:23][CH:22]=1. The yield is 0.480.